This data is from NCI-60 drug combinations with 297,098 pairs across 59 cell lines. The task is: Regression. Given two drug SMILES strings and cell line genomic features, predict the synergy score measuring deviation from expected non-interaction effect. (1) Drug 1: CC12CCC(CC1=CCC3C2CCC4(C3CC=C4C5=CN=CC=C5)C)O. Drug 2: C1=NC(=NC(=O)N1C2C(C(C(O2)CO)O)O)N. Cell line: RPMI-8226. Synergy scores: CSS=52.9, Synergy_ZIP=4.56, Synergy_Bliss=3.99, Synergy_Loewe=-3.04, Synergy_HSA=2.79. (2) Drug 1: COC1=NC(=NC2=C1N=CN2C3C(C(C(O3)CO)O)O)N. Drug 2: C1CN(P(=O)(OC1)NCCCl)CCCl. Cell line: SK-MEL-5. Synergy scores: CSS=6.37, Synergy_ZIP=-2.61, Synergy_Bliss=0.418, Synergy_Loewe=0.895, Synergy_HSA=1.04. (3) Drug 1: CC1C(C(CC(O1)OC2CC(OC(C2O)C)OC3=CC4=CC5=C(C(=O)C(C(C5)C(C(=O)C(C(C)O)O)OC)OC6CC(C(C(O6)C)O)OC7CC(C(C(O7)C)O)OC8CC(C(C(O8)C)O)(C)O)C(=C4C(=C3C)O)O)O)O. Drug 2: C#CCC(CC1=CN=C2C(=N1)C(=NC(=N2)N)N)C3=CC=C(C=C3)C(=O)NC(CCC(=O)O)C(=O)O. Cell line: DU-145. Synergy scores: CSS=44.0, Synergy_ZIP=3.63, Synergy_Bliss=3.99, Synergy_Loewe=-1.65, Synergy_HSA=-0.892. (4) Drug 1: C1=CC(=C2C(=C1NCCNCCO)C(=O)C3=C(C=CC(=C3C2=O)O)O)NCCNCCO. Drug 2: CC1=C(C=C(C=C1)C(=O)NC2=CC(=CC(=C2)C(F)(F)F)N3C=C(N=C3)C)NC4=NC=CC(=N4)C5=CN=CC=C5. Cell line: A498. Synergy scores: CSS=28.8, Synergy_ZIP=2.87, Synergy_Bliss=1.69, Synergy_Loewe=-17.7, Synergy_HSA=-1.52. (5) Drug 1: CC1C(C(CC(O1)OC2CC(CC3=C2C(=C4C(=C3O)C(=O)C5=C(C4=O)C(=CC=C5)OC)O)(C(=O)CO)O)N)O.Cl. Drug 2: C1=NC2=C(N1)C(=S)N=CN2. Cell line: OVCAR-4. Synergy scores: CSS=16.2, Synergy_ZIP=-2.13, Synergy_Bliss=1.61, Synergy_Loewe=-15.8, Synergy_HSA=1.20. (6) Drug 1: C1=CC(=CC=C1C#N)C(C2=CC=C(C=C2)C#N)N3C=NC=N3. Drug 2: C(=O)(N)NO. Cell line: SNB-19. Synergy scores: CSS=2.55, Synergy_ZIP=-2.70, Synergy_Bliss=-2.38, Synergy_Loewe=-1.62, Synergy_HSA=-1.12. (7) Drug 1: C1CN1P(=S)(N2CC2)N3CC3. Drug 2: C1=NC(=NC(=O)N1C2C(C(C(O2)CO)O)O)N. Cell line: UACC62. Synergy scores: CSS=52.9, Synergy_ZIP=4.42, Synergy_Bliss=4.58, Synergy_Loewe=7.58, Synergy_HSA=10.8. (8) Drug 1: CC1=C(C=C(C=C1)NC(=O)C2=CC=C(C=C2)CN3CCN(CC3)C)NC4=NC=CC(=N4)C5=CN=CC=C5. Drug 2: CC1=C(C(=O)C2=C(C1=O)N3CC4C(C3(C2COC(=O)N)OC)N4)N. Cell line: COLO 205. Synergy scores: CSS=19.3, Synergy_ZIP=-1.55, Synergy_Bliss=-5.54, Synergy_Loewe=-21.5, Synergy_HSA=-5.07. (9) Drug 1: CC12CCC3C(C1CCC2OP(=O)(O)O)CCC4=C3C=CC(=C4)OC(=O)N(CCCl)CCCl.[Na+]. Drug 2: COCCOC1=C(C=C2C(=C1)C(=NC=N2)NC3=CC=CC(=C3)C#C)OCCOC.Cl. Cell line: EKVX. Synergy scores: CSS=-1.42, Synergy_ZIP=6.50, Synergy_Bliss=14.1, Synergy_Loewe=-9.10, Synergy_HSA=-0.499.